This data is from NCI-60 drug combinations with 297,098 pairs across 59 cell lines. The task is: Regression. Given two drug SMILES strings and cell line genomic features, predict the synergy score measuring deviation from expected non-interaction effect. (1) Drug 1: C1=NC2=C(N=C(N=C2N1C3C(C(C(O3)CO)O)O)F)N. Drug 2: CC1=C(C=C(C=C1)NC(=O)C2=CC=C(C=C2)CN3CCN(CC3)C)NC4=NC=CC(=N4)C5=CN=CC=C5. Cell line: MCF7. Synergy scores: CSS=-1.96, Synergy_ZIP=1.99, Synergy_Bliss=0.315, Synergy_Loewe=-1.25, Synergy_HSA=-3.76. (2) Drug 1: C1CC(=O)NC(=O)C1N2C(=O)C3=CC=CC=C3C2=O. Drug 2: COC1=C2C(=CC3=C1OC=C3)C=CC(=O)O2. Cell line: BT-549. Synergy scores: CSS=2.27, Synergy_ZIP=-0.885, Synergy_Bliss=-1.26, Synergy_Loewe=0.730, Synergy_HSA=-0.144. (3) Drug 1: C1CCC(C1)C(CC#N)N2C=C(C=N2)C3=C4C=CNC4=NC=N3. Drug 2: C1CN(P(=O)(OC1)NCCCl)CCCl. Cell line: HOP-62. Synergy scores: CSS=-5.50, Synergy_ZIP=0.0997, Synergy_Bliss=-6.51, Synergy_Loewe=-8.83, Synergy_HSA=-8.71. (4) Synergy scores: CSS=-6.06, Synergy_ZIP=2.24, Synergy_Bliss=4.80, Synergy_Loewe=-4.41, Synergy_HSA=-4.18. Drug 2: CCCCCOC(=O)NC1=NC(=O)N(C=C1F)C2C(C(C(O2)C)O)O. Cell line: ACHN. Drug 1: CCC(=C(C1=CC=CC=C1)C2=CC=C(C=C2)OCCN(C)C)C3=CC=CC=C3.C(C(=O)O)C(CC(=O)O)(C(=O)O)O. (5) Drug 1: C1C(C(OC1N2C=NC3=C(N=C(N=C32)Cl)N)CO)O. Drug 2: CCC1(CC2CC(C3=C(CCN(C2)C1)C4=CC=CC=C4N3)(C5=C(C=C6C(=C5)C78CCN9C7C(C=CC9)(C(C(C8N6C)(C(=O)OC)O)OC(=O)C)CC)OC)C(=O)OC)O.OS(=O)(=O)O. Cell line: OVCAR3. Synergy scores: CSS=1.58, Synergy_ZIP=1.20, Synergy_Bliss=7.31, Synergy_Loewe=0.0965, Synergy_HSA=0.784. (6) Drug 1: C1=CC(=CC=C1C#N)C(C2=CC=C(C=C2)C#N)N3C=NC=N3. Drug 2: C1C(C(OC1N2C=NC(=NC2=O)N)CO)O. Cell line: COLO 205. Synergy scores: CSS=25.7, Synergy_ZIP=1.39, Synergy_Bliss=2.59, Synergy_Loewe=-2.38, Synergy_HSA=5.63.